This data is from Human liver microsome stability data. The task is: Regression/Classification. Given a drug SMILES string, predict its absorption, distribution, metabolism, or excretion properties. Task type varies by dataset: regression for continuous measurements (e.g., permeability, clearance, half-life) or binary classification for categorical outcomes (e.g., BBB penetration, CYP inhibition). Dataset: hlm. (1) The molecule is COc1cc(N2CCN(C3CCN(c4ccc(F)c5cc(F)cnc45)CC3)CC2)c2ncccc2c1. The result is 1 (stable in human liver microsomes). (2) The drug is CNCc1cnc(C)cc1Oc1ccccc1Oc1ccccc1. The result is 0 (unstable in human liver microsomes).